This data is from Reaction yield outcomes from USPTO patents with 853,638 reactions. The task is: Predict the reaction yield, written as a fraction of the theoretical maximum amount of product (1.0 means a 100% yield; for example, 0.34 means a 34% yield). (1) The reactants are CO.Cl[C:4]1[C:9]([N+:10]([O-:12])=[O:11])=[CH:8][CH:7]=[CH:6][N:5]=1.[CH3:13][S-:14].[Na+]. The catalyst is O. The product is [CH3:13][S:14][C:4]1[C:9]([N+:10]([O-:12])=[O:11])=[CH:8][CH:7]=[CH:6][N:5]=1. The yield is 0.640. (2) The reactants are [NH:1]1[C:5]2[CH:6]=[CH:7][CH:8]=[CH:9][C:4]=2[N:3]=[C:2]1[CH2:10][N:11]([CH3:22])[CH:12]1[C:21]2[N:20]=[CH:19][CH:18]=[CH:17][C:16]=2[CH2:15][CH2:14][CH2:13]1.F[C:24]1[CH:31]=[CH:30][C:27]([C:28]#[N:29])=[CH:26][CH:25]=1.C(=O)([O-])[O-].[Cs+].[Cs+]. The catalyst is CN(C=O)C. The product is [CH3:22][N:11]([CH2:10][C:2]1[N:3]([C:24]2[CH:31]=[CH:30][C:27]([C:28]#[N:29])=[CH:26][CH:25]=2)[C:4]2[CH:9]=[CH:8][CH:7]=[CH:6][C:5]=2[N:1]=1)[CH:12]1[C:21]2[N:20]=[CH:19][CH:18]=[CH:17][C:16]=2[CH2:15][CH2:14][CH2:13]1. The yield is 0.750. (3) The catalyst is C(O)C.N1CCCCC1. The product is [Br:1][C:2]1[CH:3]=[CH:4][C:5]([C:8]2[CH:16]=[CH:15][CH:14]=[C:13]3[C:9]=2[C:10](=[CH:34][C:20]2[NH:21][C:22]([CH3:33])=[C:23]([C:24]([N:26]4[CH2:27][CH2:28][N:29]([CH3:32])[CH2:30][CH2:31]4)=[O:25])[C:19]=2[CH3:18])[C:11](=[O:17])[NH:12]3)=[CH:6][CH:7]=1. The yield is 0.290. The reactants are [Br:1][C:2]1[CH:7]=[CH:6][C:5]([C:8]2[CH:16]=[CH:15][CH:14]=[C:13]3[C:9]=2[CH2:10][C:11](=[O:17])[NH:12]3)=[CH:4][CH:3]=1.[CH3:18][C:19]1[C:23]([C:24]([N:26]2[CH2:31][CH2:30][N:29]([CH3:32])[CH2:28][CH2:27]2)=[O:25])=[C:22]([CH3:33])[NH:21][C:20]=1[CH:34]=O. (4) The product is [C:29]([O:32][CH2:33][C:34]1[C:35]([N:43]2[CH2:55][CH2:54][N:46]3[C:47]4[CH2:48][CH2:49][CH2:50][CH2:51][C:52]=4[CH:53]=[C:45]3[C:44]2=[O:56])=[N:36][CH:37]=[CH:38][C:39]=1[C:2]1[CH:3]=[C:4]([NH:10][C:11]2[CH:16]=[CH:15][C:14]([N:17]3[CH:22]4[CH2:23][CH2:24][CH:18]3[CH2:19][N:20]([CH:25]3[CH2:28][O:27][CH2:26]3)[CH2:21]4)=[CH:13][N:12]=2)[C:5](=[O:9])[N:6]([CH3:8])[CH:7]=1)(=[O:31])[CH3:30]. The reactants are Br[C:2]1[CH:3]=[C:4]([NH:10][C:11]2[CH:16]=[CH:15][C:14]([N:17]3[CH:22]4[CH2:23][CH2:24][CH:18]3[CH2:19][N:20]([CH:25]3[CH2:28][O:27][CH2:26]3)[CH2:21]4)=[CH:13][N:12]=2)[C:5](=[O:9])[N:6]([CH3:8])[CH:7]=1.[C:29]([O:32][CH2:33][C:34]1[C:35]([N:43]2[CH2:55][CH2:54][N:46]3[C:47]4[CH2:48][CH2:49][CH2:50][CH2:51][C:52]=4[CH:53]=[C:45]3[C:44]2=[O:56])=[N:36][CH:37]=[CH:38][C:39]=1B(O)O)(=[O:31])[CH3:30].[O-]P([O-])([O-])=O.[K+].[K+].[K+].C([O-])(=O)C.[Na+]. The yield is 0.420. The catalyst is O.C1C=CC(P(C2C=CC=CC=2)[C-]2C=CC=C2)=CC=1.C1C=CC(P(C2C=CC=CC=2)[C-]2C=CC=C2)=CC=1.Cl[Pd]Cl.[Fe+2].C(#N)C. (5) The reactants are [C:1]1([N:7]2[CH:11]=[CH:10][C:9]([CH:12]([OH:15])[CH2:13][CH3:14])=[N:8]2)[CH:6]=[CH:5][CH:4]=[CH:3][CH:2]=1.CC(OI1(OC(C)=O)(OC(C)=O)OC(=O)C2C=CC=CC1=2)=O.CCOC(C)=O. The catalyst is C(Cl)Cl. The product is [C:1]1([N:7]2[CH:11]=[CH:10][C:9]([C:12](=[O:15])[CH2:13][CH3:14])=[N:8]2)[CH:6]=[CH:5][CH:4]=[CH:3][CH:2]=1. The yield is 0.780. (6) The reactants are C(OC(=O)[NH:7][C@@H:8]([CH:36]([CH3:38])[CH3:37])[C:9]([NH:11][NH:12][C:13](=[O:35])/[CH:14]=[CH:15]\[N:16]1[CH:20]=[N:19][C:18]([C:21]2[CH:26]=[C:25]([C:27]([F:30])([F:29])[F:28])[CH:24]=[C:23]([C:31]([F:34])([F:33])[F:32])[CH:22]=2)=[N:17]1)=[O:10])(C)(C)C.[C:40]([OH:46])([C:42]([F:45])([F:44])[F:43])=[O:41]. The catalyst is ClCCl. The product is [F:43][C:42]([F:45])([F:44])[C:40]([OH:46])=[O:41].[NH2:7][C@@H:8]([CH:36]([CH3:38])[CH3:37])[C:9]([NH:11][NH:12][C:13](=[O:35])/[CH:14]=[CH:15]\[N:16]1[CH:20]=[N:19][C:18]([C:21]2[CH:22]=[C:23]([C:31]([F:33])([F:34])[F:32])[CH:24]=[C:25]([C:27]([F:29])([F:28])[F:30])[CH:26]=2)=[N:17]1)=[O:10]. The yield is 0.0200.